From a dataset of HIV replication inhibition screening data with 41,000+ compounds from the AIDS Antiviral Screen. Binary Classification. Given a drug SMILES string, predict its activity (active/inactive) in a high-throughput screening assay against a specified biological target. The result is 0 (inactive). The compound is COc1ccc(C2=C(N)c3c(Cl)cccc3C2=O)cc1.